This data is from Full USPTO retrosynthesis dataset with 1.9M reactions from patents (1976-2016). The task is: Predict the reactants needed to synthesize the given product. (1) The reactants are: [CH3:1][O:2][CH:3]([O:20][CH3:21])[CH2:4][NH:5][CH:6]([C:12]1[CH:17]=[C:16]([CH3:18])[CH:15]=[CH:14][C:13]=1[F:19])[C:7]([O:9][CH2:10][CH3:11])=[O:8].[C:22](Cl)(=[O:24])[CH3:23]. Given the product [C:22]([N:5]([CH:6]([C:12]1[CH:17]=[C:16]([CH3:18])[CH:15]=[CH:14][C:13]=1[F:19])[C:7]([O:9][CH2:10][CH3:11])=[O:8])[CH2:4][CH:3]([O:20][CH3:21])[O:2][CH3:1])(=[O:24])[CH3:23], predict the reactants needed to synthesize it. (2) Given the product [NH2:5][C:4]1[C:3]2[C:2](=[CH:9][CH:8]=[CH:7][C:6]=2[O:10][CH:11]2[CH2:16][CH2:15][N:14]([C:17](=[O:21])[CH:18]([CH3:19])[CH3:20])[CH2:13][CH2:12]2)[N:1]=[C:24]([CH3:26])[C:23]=1[C:22]([O:28][CH2:29][CH3:30])=[O:27], predict the reactants needed to synthesize it. The reactants are: [NH2:1][C:2]1[CH:9]=[CH:8][CH:7]=[C:6]([O:10][CH:11]2[CH2:16][CH2:15][N:14]([C:17](=[O:21])[CH:18]([CH3:20])[CH3:19])[CH2:13][CH2:12]2)[C:3]=1[C:4]#[N:5].[C:22]([O:28][CH2:29][CH3:30])(=[O:27])[CH2:23][C:24]([CH3:26])=O. (3) The reactants are: C(OC(=O)[NH:7][CH2:8][CH2:9][N:10]([C:13]1[CH:18]=[CH:17][C:16]([Br:19])=[CH:15][CH:14]=1)[CH2:11][CH3:12])(C)(C)C.O1CCOCC1.[ClH:27]. Given the product [ClH:27].[ClH:27].[Br:19][C:16]1[CH:15]=[CH:14][C:13]([N:10]([CH2:11][CH3:12])[CH2:9][CH2:8][NH2:7])=[CH:18][CH:17]=1, predict the reactants needed to synthesize it. (4) Given the product [C:1]([NH:24][CH:25]([CH2:29][CH:30]([CH3:31])[CH3:32])[C:26]([O:28][C:41]1[CH:42]=[CH:43][CH:44]=[CH:34][C:35]=1[C:36]([O:38][CH2:39][CH3:40])=[O:37])=[O:27])(=[O:23])[CH2:2][CH2:3][CH:4]=[CH:5][CH2:6][CH:7]=[CH:8][CH2:9][CH:10]=[CH:11][CH2:12][CH:13]=[CH:14][CH2:15][CH:16]=[CH:17][CH2:18][CH:19]=[CH:20][CH2:21][CH3:22], predict the reactants needed to synthesize it. The reactants are: [C:1]([NH:24][CH:25]([CH2:29][CH:30]([CH3:32])[CH3:31])[C:26]([OH:28])=[O:27])(=[O:23])[CH2:2][CH2:3][CH:4]=[CH:5][CH2:6][CH:7]=[CH:8][CH2:9][CH:10]=[CH:11][CH2:12][CH:13]=[CH:14][CH2:15][CH:16]=[CH:17][CH2:18][CH:19]=[CH:20][CH2:21][CH3:22].O[C:34]1[CH:44]=[CH:43][CH:42]=[CH:41][C:35]=1[C:36]([O:38][CH2:39][CH3:40])=[O:37].C1CCC(N=C=NC2CCCCC2)CC1. (5) The reactants are: [C:1]([O:9][CH3:10])(=[O:8])[CH2:2][CH2:3][CH2:4][C:5]([O-:7])=O.CCN=C=NCCCN(C)C.C1C=CC2N(O)N=NC=2C=1.[CH:32]([NH:35][CH2:36][C@@H:37]1[C@H:41]2[O:42][C:43]([CH3:46])([CH3:45])[O:44][C@H:40]2[C@H:39]([N:47]2[CH:55]=[N:54][C:53]3[C:48]2=[N:49][CH:50]=[N:51][C:52]=3[NH2:56])[O:38]1)([CH3:34])[CH3:33]. Given the product [NH2:56][C:52]1[N:51]=[CH:50][N:49]=[C:48]2[C:53]=1[N:54]=[CH:55][N:47]2[C@H:39]1[C@@H:40]2[O:44][C:43]([CH3:45])([CH3:46])[O:42][C@@H:41]2[C@@H:37]([CH2:36][N:35]([CH:32]([CH3:34])[CH3:33])[C:5](=[O:7])[CH2:4][CH2:3][CH2:2][C:1]([O:9][CH3:10])=[O:8])[O:38]1, predict the reactants needed to synthesize it.